Predict the product of the given reaction. From a dataset of Forward reaction prediction with 1.9M reactions from USPTO patents (1976-2016). (1) Given the reactants [Cl:1][C:2]1[CH:7]=[C:6]([OH:8])[CH:5]=[CH:4][N:3]=1.C([O-])([O-])=O.[K+].[K+].Cl[C:16]([F:21])([F:20])C(O)=O, predict the reaction product. The product is: [Cl:1][C:2]1[CH:7]=[C:6]([O:8][CH:16]([F:21])[F:20])[CH:5]=[CH:4][N:3]=1. (2) Given the reactants [CH:1]([C:3]1[C:4]([CH3:14])=[CH:5][C:6]([CH3:13])=[C:7]([CH:12]=1)[C:8]([O:10][CH3:11])=[O:9])=O.Br[CH:16]1[C:22](=O)[CH2:21][CH2:20][N:19]([C:24]([O:26][C:27]([CH3:30])([CH3:29])[CH3:28])=[O:25])[CH2:18][CH2:17]1.[OH-].[NH4+:32].C([O-])(=O)C.[NH4+:37], predict the reaction product. The product is: [CH3:11][O:10][C:8]([C:7]1[C:6]([CH3:13])=[CH:5][C:4]([CH3:14])=[C:3]([C:1]2[NH:37][C:16]3[CH2:17][CH2:18][N:19]([C:24]([O:26][C:27]([CH3:30])([CH3:29])[CH3:28])=[O:25])[CH2:20][CH2:21][C:22]=3[N:32]=2)[CH:12]=1)=[O:9]. (3) Given the reactants [Cl:1][C:2]1[CH:3]=[C:4]([N:10]2[CH:18]([CH:19]3[CH2:23][CH2:22][CH2:21][CH2:20]3)[CH:17]3[C:12]([C:13]4[CH:27]=[CH:26][C:25]([C:28]([OH:30])=[O:29])=[CH:24][C:14]=4[CH2:15][CH2:16]3)=[N:11]2)[CH:5]=[CH:6][C:7]=1[C:8]#[N:9].[CH3:31][Si:32]([CH3:37])([CH3:36])[CH2:33][CH2:34]O, predict the reaction product. The product is: [Cl:1][C:2]1[CH:3]=[C:4]([N:10]2[CH:18]([CH:19]3[CH2:20][CH2:21][CH2:22][CH2:23]3)[CH:17]3[C:12]([C:13]4[CH:27]=[CH:26][C:25]([C:28]([O:30][CH2:34][CH2:33][Si:32]([CH3:37])([CH3:36])[CH3:31])=[O:29])=[CH:24][C:14]=4[CH2:15][CH2:16]3)=[N:11]2)[CH:5]=[CH:6][C:7]=1[C:8]#[N:9]. (4) The product is: [Cl:16][C:17]1[CH:18]=[C:19]([C:24]2[NH:25][CH:26]=[C:27]([C:35]3[CH2:36][CH2:37][N:38]([CH2:4][CH:3]([CH2:1][CH3:2])[C:6]4[CH:11]=[CH:10][C:9]([S:12]([CH3:15])(=[O:14])=[O:13])=[CH:8][CH:7]=4)[CH2:39][CH:40]=3)[C:28]=2[C:29]2[CH:30]=[CH:31][N:32]=[CH:33][CH:34]=2)[CH:20]=[CH:21][C:22]=1[F:23].[ClH:16]. Given the reactants [CH2:1]([CH:3]([C:6]1[CH:11]=[CH:10][C:9]([S:12]([CH3:15])(=[O:14])=[O:13])=[CH:8][CH:7]=1)[CH:4]=O)[CH3:2].[Cl:16][C:17]1[CH:18]=[C:19]([C:24]2[NH:25][CH:26]=[C:27]([C:35]3[CH2:36][CH2:37][NH:38][CH2:39][CH:40]=3)[C:28]=2[C:29]2[CH:34]=[CH:33][N:32]=[CH:31][CH:30]=2)[CH:20]=[CH:21][C:22]=1[F:23], predict the reaction product. (5) The product is: [OH:6][CH2:5][CH2:4][C:3]1[CH:7]=[CH:8][CH:9]=[CH:10][C:2]=1[N:1]1[C:14](=[O:15])[C:13]2[C:12](=[CH:20][CH:19]=[CH:18][CH:17]=2)[C:11]1=[O:16]. Given the reactants [NH2:1][C:2]1[CH:10]=[CH:9][CH:8]=[CH:7][C:3]=1[CH2:4][CH2:5][OH:6].[C:11]1(=O)[O:16][C:14](=[O:15])[C:13]2=[CH:17][CH:18]=[CH:19][CH:20]=[C:12]12.C(O)(=O)C, predict the reaction product.